From a dataset of Full USPTO retrosynthesis dataset with 1.9M reactions from patents (1976-2016). Predict the reactants needed to synthesize the given product. (1) Given the product [F:1][C:2]1[CH:7]=[CH:6][C:5]([CH:8]([OH:26])[CH2:9][N:10]([CH3:25])[S:11]([C:14]2[C:15]3[CH2:23][CH2:22][CH2:21][C:20](=[O:24])[C:16]=3[S:17][C:18]=2[N:27]2[CH2:32][CH2:31][O:30][CH2:29][CH2:28]2)(=[O:13])=[O:12])=[CH:4][CH:3]=1, predict the reactants needed to synthesize it. The reactants are: [F:1][C:2]1[CH:7]=[CH:6][C:5]([CH:8]([OH:26])[CH2:9][N:10]([CH3:25])[S:11]([C:14]2[C:15]3[CH2:23][CH2:22][CH2:21][C:20](=[O:24])[C:16]=3[S:17][C:18]=2Br)(=[O:13])=[O:12])=[CH:4][CH:3]=1.[NH:27]1[CH2:32][CH2:31][O:30][CH2:29][CH2:28]1. (2) Given the product [CH:1]1([N:7]([CH2:17][CH:18]2[CH2:20][CH2:19]2)[C:8]2[N:13]=[CH:12][N:11]=[C:10]([C:14]([NH:30][C:25]3[CH:26]=[CH:27][CH:28]=[C:29]4[C:24]=3[CH:23]=[N:22][NH:21]4)=[O:16])[CH:9]=2)[CH2:2][CH2:3][CH2:4][CH2:5][CH2:6]1, predict the reactants needed to synthesize it. The reactants are: [CH:1]1([N:7]([CH2:17][CH:18]2[CH2:20][CH2:19]2)[C:8]2[N:13]=[CH:12][N:11]=[C:10]([C:14]([OH:16])=O)[CH:9]=2)[CH2:6][CH2:5][CH2:4][CH2:3][CH2:2]1.[NH:21]1[C:29]2[CH:28]=[CH:27][CH:26]=[C:25]([NH2:30])[C:24]=2[CH:23]=[N:22]1.